From a dataset of Full USPTO retrosynthesis dataset with 1.9M reactions from patents (1976-2016). Predict the reactants needed to synthesize the given product. (1) Given the product [Cl:29][C:30]1[S:34][C:33]([CH2:35][N:1]2[CH2:6][CH2:5][CH:4]([N:7]3[C:16]4[C:11](=[CH:12][N:13]=[C:14]5[N:19]([CH2:20][O:21][CH2:22][CH2:23][Si:24]([CH3:25])([CH3:27])[CH3:26])[CH:18]=[CH:17][C:15]5=4)[C:10](=[O:28])[CH:9]=[CH:8]3)[CH2:3][CH2:2]2)=[CH:32][CH:31]=1, predict the reactants needed to synthesize it. The reactants are: [NH:1]1[CH2:6][CH2:5][CH:4]([N:7]2[C:16]3[C:11](=[CH:12][N:13]=[C:14]4[N:19]([CH2:20][O:21][CH2:22][CH2:23][Si:24]([CH3:27])([CH3:26])[CH3:25])[CH:18]=[CH:17][C:15]4=3)[C:10](=[O:28])[CH:9]=[CH:8]2)[CH2:3][CH2:2]1.[Cl:29][C:30]1[S:34][C:33]([CH:35]=O)=[CH:32][CH:31]=1.B.N1C=CC=CC=1C.C(O)(=O)C. (2) Given the product [Br:12][C:13]1[CH:23]=[CH:22][C:16]2[CH:17]=[C:18]([CH:20]=[O:21])[O:19][C:15]=2[CH:14]=1, predict the reactants needed to synthesize it. The reactants are: C1C=C[NH+]=CC=1.[O-][Cr](Cl)(=O)=O.[Br:12][C:13]1[CH:23]=[CH:22][C:16]2[CH:17]=[C:18]([CH2:20][OH:21])[O:19][C:15]=2[CH:14]=1.